Predict the product of the given reaction. From a dataset of Forward reaction prediction with 1.9M reactions from USPTO patents (1976-2016). (1) Given the reactants [S:1]1[C:5]2[CH:6]=[CH:7][C:8]([CH2:10][CH2:11][O:12][CH2:13][CH2:14][C:15]([OH:17])=O)=[CH:9][C:4]=2[CH:3]=[CH:2]1.S(Cl)(Cl)=O.[OH-].[Na+].Cl.[NH:25]1[CH2:28][CH:27]([OH:29])[CH2:26]1, predict the reaction product. The product is: [S:1]1[C:5]2[CH:6]=[CH:7][C:8]([CH2:10][CH2:11][O:12][CH2:13][CH2:14][C:15]([N:25]3[CH2:28][CH:27]([OH:29])[CH2:26]3)=[O:17])=[CH:9][C:4]=2[CH:3]=[CH:2]1. (2) The product is: [CH2:1]([O:3][C:4]([C:6]1[C:11](=[O:12])[NH:10][C:9]([NH:20][C:19]2[CH:21]=[C:22]([O:25][CH3:26])[CH:23]=[CH:24][C:18]=2[F:17])=[N:8][CH:7]=1)=[O:5])[CH3:2]. Given the reactants [CH2:1]([O:3][C:4]([C:6]1[C:11](=[O:12])[NH:10][C:9](S(C)(=O)=O)=[N:8][CH:7]=1)=[O:5])[CH3:2].[F:17][C:18]1[CH:24]=[CH:23][C:22]([O:25][CH3:26])=[CH:21][C:19]=1[NH2:20], predict the reaction product. (3) Given the reactants [CH3:1][N:2]1[CH:6]=[CH:5][CH:4]=[C:3]1[C:7]([OH:9])=O.C(Cl)(=O)C(Cl)=O.[NH2:16][C:17]1[CH:18]=[C:19]([CH:36]=[CH:37][CH:38]=1)[O:20][C:21]1[CH:22]=[CH:23][C:24]2[N:25]([N:27]=[C:28]([NH:30][C:31]([CH:33]3[CH2:35][CH2:34]3)=[O:32])[N:29]=2)[CH:26]=1, predict the reaction product. The product is: [CH:33]1([C:31]([NH:30][C:28]2[N:29]=[C:24]3[CH:23]=[CH:22][C:21]([O:20][C:19]4[CH:18]=[C:17]([NH:16][C:7]([C:3]5[N:2]([CH3:1])[CH:6]=[CH:5][CH:4]=5)=[O:9])[CH:38]=[CH:37][CH:36]=4)=[CH:26][N:25]3[N:27]=2)=[O:32])[CH2:34][CH2:35]1. (4) The product is: [Br:34][C:31]1[CH:30]=[N:29][C:28]([O:1][CH2:2][CH2:3][O:4][C:5]2[N:10]=[CH:9][N:8]=[C:7]([NH:11][S:12]([CH2:15][CH2:16][CH3:17])(=[O:13])=[O:14])[C:6]=2[C:18]2[CH:23]=[CH:22][C:21]([CH3:24])=[CH:20][CH:19]=2)=[N:33][CH:32]=1. Given the reactants [OH:1][CH2:2][CH2:3][O:4][C:5]1[N:10]=[CH:9][N:8]=[C:7]([NH:11][S:12]([CH2:15][CH2:16][CH3:17])(=[O:14])=[O:13])[C:6]=1[C:18]1[CH:23]=[CH:22][C:21]([CH3:24])=[CH:20][CH:19]=1.[H-].[Na+].Cl[C:28]1[N:33]=[CH:32][C:31]([Br:34])=[CH:30][N:29]=1.C(O)(=O)CC(CC(O)=O)(C(O)=O)O, predict the reaction product. (5) Given the reactants C(N1[CH2:8][CH2:7][CH2:6][CH:5]([CH2:9][CH2:10][N:11]2[C:19]([O:20][CH3:21])=[N:18][C:17]3[C:12]2=[N:13][C:14]([O:23][C@@H:24]([CH3:28])[CH2:25][CH2:26][CH3:27])=[N:15][C:16]=3[NH2:22])C1)C.C[C@H](OC1N=[C:42]2[C:38](N=[C:40](OC)[N:41]2[CH2:44][CH2:45]CCC2CCNCC2)=C(N)N=1)CCC.ICC, predict the reaction product. The product is: [CH2:42]([N:41]1[CH2:40][CH2:8][CH:7]([CH2:6][CH2:5][CH2:9][CH2:10][N:11]2[C:19]([O:20][CH3:21])=[N:18][C:17]3[C:12]2=[N:13][C:14]([O:23][C@@H:24]([CH3:28])[CH2:25][CH2:26][CH3:27])=[N:15][C:16]=3[NH2:22])[CH2:45][CH2:44]1)[CH3:38]. (6) The product is: [C:14]([C:13]1[CH:16]=[CH:17][C:10]([C:2]([NH:1][C:29](=[O:30])[CH2:28][CH2:27][C:23]2[CH:24]=[CH:25][CH:26]=[C:21]([O:20][CH3:19])[CH:22]=2)([C:4]2[N:5]([CH3:9])[CH:6]=[N:7][CH:8]=2)[CH3:3])=[CH:11][C:12]=1[F:18])#[N:15]. Given the reactants [NH2:1][C:2]([C:10]1[CH:17]=[CH:16][C:13]([C:14]#[N:15])=[C:12]([F:18])[CH:11]=1)([C:4]1[N:5]([CH3:9])[CH:6]=[N:7][CH:8]=1)[CH3:3].[CH3:19][O:20][C:21]1[CH:22]=[C:23]([CH2:27][CH2:28][C:29](O)=[O:30])[CH:24]=[CH:25][CH:26]=1.C(Cl)CCl.C1C=NC2N(O)N=NC=2C=1.C(N(CC)CC)C, predict the reaction product. (7) Given the reactants [NH2:1][C:2]1[N:7]([C:8]2[CH:13]=[CH:12][CH:11]=[CH:10][C:9]=2[Cl:14])[C:6](=[S:15])[NH:5][C:4](=[O:16])[C:3]=1[N:17]=O.N.S(S([O-])=O)([O-])=O.[Na+].[Na+].S(=O)(=O)(O)O, predict the reaction product. The product is: [NH2:17][C:3]1[C:4](=[O:16])[NH:5][C:6](=[S:15])[N:7]([C:8]2[CH:13]=[CH:12][CH:11]=[CH:10][C:9]=2[Cl:14])[C:2]=1[NH2:1]. (8) Given the reactants [NH2:1][C:2]1[N:7]=[C:6]([NH:8][C:9](=[O:11])[CH3:10])[CH:5]=[CH:4][CH:3]=1.[CH2:12]([O:14][C:15]([N:17]=[C:18]=[S:19])=[O:16])[CH3:13], predict the reaction product. The product is: [CH2:12]([O:14][C:15]([NH:17][C:18](=[S:19])[NH:1][C:2]1[N:7]=[C:6]([NH:8][C:9](=[O:11])[CH3:10])[CH:5]=[CH:4][CH:3]=1)=[O:16])[CH3:13].